This data is from Forward reaction prediction with 1.9M reactions from USPTO patents (1976-2016). The task is: Predict the product of the given reaction. (1) Given the reactants Cl.[NH2:2][C:3]1[N:11]=[CH:10][N:9]=[C:8]2[C:4]=1[N:5]=[CH:6][N:7]2[C:12]1[CH:17]=[CH:16][C:15]([NH:18][C:19]([NH:21][C:22]2[CH:27]=[CH:26][C:25]([Cl:28])=[C:24]([C:29]([F:32])([F:31])[F:30])[CH:23]=2)=[O:20])=[CH:14][CH:13]=1.Cl[C:34]([O:36][CH2:37][CH2:38][CH2:39][CH2:40][CH3:41])=[O:35], predict the reaction product. The product is: [CH2:37]([O:36][C:34](=[O:35])[NH:2][C:3]1[N:11]=[CH:10][N:9]=[C:8]2[C:4]=1[N:5]=[CH:6][N:7]2[C:12]1[CH:13]=[CH:14][C:15]([NH:18][C:19]([NH:21][C:22]2[CH:27]=[CH:26][C:25]([Cl:28])=[C:24]([C:29]([F:31])([F:32])[F:30])[CH:23]=2)=[O:20])=[CH:16][CH:17]=1)[CH2:38][CH2:39][CH2:40][CH3:41]. (2) Given the reactants Br[C:2]1[C:10]2[N:9]=[C:8]([C:11]3[CH:16]=[CH:15][C:14]([CH:17]([CH3:19])[CH3:18])=[CH:13][CH:12]=3)[N:7]([CH2:20][CH2:21][O:22][CH3:23])[C:6]=2[C:5]([O:24][CH3:25])=[CH:4][CH:3]=1.[CH2:26](I)[CH3:27], predict the reaction product. The product is: [CH2:26]([C:2]1[C:10]2[N:9]=[C:8]([C:11]3[CH:12]=[CH:13][C:14]([CH:17]([CH3:19])[CH3:18])=[CH:15][CH:16]=3)[N:7]([CH2:20][CH2:21][O:22][CH3:23])[C:6]=2[C:5]([O:24][CH3:25])=[CH:4][CH:3]=1)[CH3:27].